Task: Regression. Given a peptide amino acid sequence and an MHC pseudo amino acid sequence, predict their binding affinity value. This is MHC class I binding data.. Dataset: Peptide-MHC class I binding affinity with 185,985 pairs from IEDB/IMGT (1) The peptide sequence is RPRGEVRFL. The MHC is HLA-A11:01 with pseudo-sequence HLA-A11:01. The binding affinity (normalized) is 0. (2) The peptide sequence is SHQRSDSS. The MHC is H-2-Kb with pseudo-sequence H-2-Kb. The binding affinity (normalized) is 0. (3) The peptide sequence is RVFDKADGK. The MHC is HLA-A02:03 with pseudo-sequence HLA-A02:03. The binding affinity (normalized) is 0.0847. (4) The peptide sequence is FLDDASNSA. The MHC is HLA-A24:02 with pseudo-sequence HLA-A24:02. The binding affinity (normalized) is 0.0847.